From a dataset of Forward reaction prediction with 1.9M reactions from USPTO patents (1976-2016). Predict the product of the given reaction. (1) Given the reactants [Br-:1].[Na+].[CH3:3][C:4]1[C:5](=[O:21])[O:6][C:7]([CH2:15]OS(C)(=O)=O)=[C:8]([CH3:14])[C:9]=1[O:10][CH2:11][O:12][CH3:13], predict the reaction product. The product is: [Br:1][CH2:15][C:7]1[O:6][C:5](=[O:21])[C:4]([CH3:3])=[C:9]([O:10][CH2:11][O:12][CH3:13])[C:8]=1[CH3:14]. (2) Given the reactants [F:1][C:2]1[C:3]([CH2:29][CH2:30][C:31]2[S:32][CH:33]=[C:34]([CH:36]([CH3:38])[CH3:37])[N:35]=2)=[CH:4][C:5]2[N:6]([CH:28]=1)[C:7](=[O:27])[C:8](/[CH:18]=[CH:19]/[C:20]([O:22][C:23]([CH3:26])([CH3:25])[CH3:24])=[O:21])=[C:9]([N:11]1[CH2:16][CH2:15][CH2:14][CH:13]([OH:17])[CH2:12]1)[N:10]=2.ClC(Cl)(Cl)[C:41]([N:43]=C=O)=[O:42].CO.C(Cl)(Cl)Cl.C([O-])=O.[Na+], predict the reaction product. The product is: [NH2:43][C:41]([O:17][CH:13]1[CH2:14][CH2:15][CH2:16][N:11]([C:9]2[N:10]=[C:5]3[CH:4]=[C:3]([CH2:29][CH2:30][C:31]4[S:32][CH:33]=[C:34]([CH:36]([CH3:38])[CH3:37])[N:35]=4)[C:2]([F:1])=[CH:28][N:6]3[C:7](=[O:27])[C:8]=2/[CH:18]=[CH:19]/[C:20]([O:22][C:23]([CH3:26])([CH3:25])[CH3:24])=[O:21])[CH2:12]1)=[O:42]. (3) Given the reactants [C:1]1([CH2:7][C:8]([OH:10])=O)[CH:6]=[CH:5][CH:4]=[CH:3][CH:2]=1.C(Cl)(=O)C(Cl)=O.[CH3:17][O:18][C:19]1[CH:24]=[CH:23][C:22]([O:25]C)=[CH:21][CH:20]=1.[Al+3].[Cl-].[Cl-].[Cl-], predict the reaction product. The product is: [OH:25][C:22]1[CH:23]=[CH:24][C:19]([O:18][CH3:17])=[CH:20][C:21]=1[C:8](=[O:10])[CH2:7][C:1]1[CH:2]=[CH:3][CH:4]=[CH:5][CH:6]=1. (4) Given the reactants [N:1]1([S:11]([C:14]2[CH:15]=[C:16]([N:20]3[C:29](=[O:30])[C:28]4[C:23](=[CH:24][CH:25]=[CH:26][C:27]=4[N+:31]([O-])=O)[NH:22][C:21]3=[O:34])[CH:17]=[CH:18][CH:19]=2)(=[O:13])=[O:12])[C:10]2[C:5](=[CH:6][CH:7]=[CH:8][CH:9]=2)[CH2:4][CH2:3][CH2:2]1, predict the reaction product. The product is: [NH2:31][C:27]1[CH:26]=[CH:25][CH:24]=[C:23]2[C:28]=1[C:29](=[O:30])[N:20]([C:16]1[CH:17]=[CH:18][CH:19]=[C:14]([S:11]([N:1]3[C:10]4[C:5](=[CH:6][CH:7]=[CH:8][CH:9]=4)[CH2:4][CH2:3][CH2:2]3)(=[O:13])=[O:12])[CH:15]=1)[C:21](=[O:34])[NH:22]2. (5) Given the reactants [C:1]([O:5][C:6]([N:8]1[C:12]2[CH:13]=[CH:14][C:15]([CH3:17])=[CH:16][C:11]=2[N:10]=[C:9]1[C:18]1[CH:23]=[C:22](Br)[CH:21]=[CH:20][C:19]=1[Cl:25])=[O:7])([CH3:4])([CH3:3])[CH3:2].[CH3:26][O:27][C:28]([CH:30]1[CH2:34][CH2:33][NH:32][CH2:31]1)=[O:29].[C:35](=O)([O-])[O-].[Cs+].[Cs+].C1C=CC(P(C2C(C3C(P(C4C=CC=CC=4)C4C=CC=CC=4)=CC=C4C=3C=CC=C4)=C3C(C=CC=C3)=CC=2)C2C=CC=CC=2)=CC=1, predict the reaction product. The product is: [C:1]([O:5][C:6]([N:8]1[C:12]2[CH:13]=[CH:14][C:15]([CH3:17])=[CH:16][C:11]=2[N:10]=[C:9]1[C:18]1[CH:23]=[C:22]([N:32]2[CH2:33][CH2:34][CH:30]([C:28]([O:27][CH2:26][CH3:35])=[O:29])[CH2:31]2)[CH:21]=[CH:20][C:19]=1[Cl:25])=[O:7])([CH3:4])([CH3:3])[CH3:2]. (6) The product is: [CH3:19][NH:20][C:7]1([CH3:6])[C:13]2([CH2:17][CH2:16][CH2:15][CH2:14]2)[CH:11]2[CH2:12][CH:8]1[CH2:9][CH2:10]2. Given the reactants S(=O)(=O)(O)O.[CH2:6]=[C:7]1[C:13]2([CH2:17][CH2:16][CH2:15][CH2:14]2)[CH:11]2[CH2:12][CH:8]1[CH2:9][CH2:10]2.[S-][C:19]#[N:20].[K+].[H-].COCCO[Al+]OCCOC.[Na+].[H-].[OH-].[Na+], predict the reaction product. (7) Given the reactants [CH2:1]([O:3][C:4]1[CH:5]=[C:6]([CH:9]=[C:10]([O:13][CH2:14][CH3:15])[C:11]=1I)[CH:7]=[O:8])[CH3:2].C(O[C:17]1[CH:22]=[C:21]([CH:20]=[C:19](OCC)[C:18]=1I)C=O)[C:17]1[CH:22]=[CH:21][CH:20]=[CH:19][CH:18]=1.C1(B(O)O)C=CC=CC=1, predict the reaction product. The product is: [CH2:1]([O:3][C:4]1[CH:5]=[C:6]([CH:7]=[O:8])[CH:9]=[C:10]([O:13][CH2:14][CH3:15])[C:11]=1[C:17]1[CH:22]=[CH:21][CH:20]=[CH:19][CH:18]=1)[CH3:2]. (8) The product is: [O:8]1[CH2:13][CH2:12][CH2:11][CH2:10][CH:9]1[N:14]1[C:22]2[C:17](=[CH:18][C:19]([NH:23][S:25]([CH:28]3[CH2:29][CH2:30][N:31]([C:34]([O:36][CH2:37][C:38]4[CH:43]=[CH:42][CH:41]=[CH:40][CH:39]=4)=[O:35])[CH2:32][CH2:33]3)(=[O:26])=[O:27])=[CH:20][CH:21]=2)[CH:16]=[N:15]1. Given the reactants C(N(CC)CC)C.[O:8]1[CH2:13][CH2:12][CH2:11][CH2:10][CH:9]1[N:14]1[C:22]2[C:17](=[CH:18][C:19]([NH2:23])=[CH:20][CH:21]=2)[CH:16]=[N:15]1.Cl[S:25]([CH:28]1[CH2:33][CH2:32][N:31]([C:34]([O:36][CH2:37][C:38]2[CH:43]=[CH:42][CH:41]=[CH:40][CH:39]=2)=[O:35])[CH2:30][CH2:29]1)(=[O:27])=[O:26].O, predict the reaction product. (9) Given the reactants [C:1]1([N:7]2[CH:11]=[CH:10][CH:9]=[N:8]2)[CH:6]=[CH:5][CH:4]=[CH:3][CH:2]=1.C([Li])CCC.[CH3:17][O:18][CH2:19][CH:20]1[CH2:22][O:21]1.Cl, predict the reaction product. The product is: [CH3:17][O:18][CH2:19][CH:20]([OH:21])[CH2:22][C:11]1[N:7]([C:1]2[CH:2]=[CH:3][CH:4]=[CH:5][CH:6]=2)[N:8]=[CH:9][CH:10]=1.